Binary Classification. Given a drug SMILES string, predict its activity (active/inactive) in a high-throughput screening assay against a specified biological target. From a dataset of HIV replication inhibition screening data with 41,000+ compounds from the AIDS Antiviral Screen. (1) The compound is O=C(O)c1ccc2c(c1)S(=O)(=O)NC2=O. The result is 0 (inactive). (2) The molecule is O=C(CC1(O)C(=O)Nc2c(Cl)cccc21)c1ccccc1. The result is 0 (inactive). (3) The molecule is CC1(C)OC2C(=O)OC(COCc3ccccc3)C2O1. The result is 0 (inactive).